Dataset: Reaction yield outcomes from USPTO patents with 853,638 reactions. Task: Predict the reaction yield, written as a fraction of the theoretical maximum amount of product (1.0 means a 100% yield; for example, 0.34 means a 34% yield). (1) The reactants are Cl[C:2]1[CH:7]=[N:6][CH:5]=[C:4]([Cl:8])[N:3]=1.[OH:9][CH:10]1[CH2:15][CH2:14][N:13]([C:16]([O:18][C:19]([CH3:22])([CH3:21])[CH3:20])=[O:17])[CH2:12][CH2:11]1. The catalyst is CCN(CC)CC. The product is [Cl:8][C:4]1[N:3]=[C:2]([O:9][CH:10]2[CH2:11][CH2:12][N:13]([C:16]([O:18][C:19]([CH3:22])([CH3:21])[CH3:20])=[O:17])[CH2:14][CH2:15]2)[CH:7]=[N:6][CH:5]=1. The yield is 0.900. (2) The reactants are Cl[C:2]1[N:10]=[C:9]2[C:5]([N:6]=[CH:7][NH:8]2)=[C:4]([N:11]2[CH2:16][CH2:15][O:14][CH2:13][CH2:12]2)[N:3]=1.[CH3:17][C@H:18]1[O:23][C@@H:22]([CH3:24])[CH2:21][NH:20][CH2:19]1.CCN(C(C)C)C(C)C.O. The catalyst is CC(N(C)C)=O. The product is [CH3:24][C@@H:22]1[O:23][C@H:18]([CH3:17])[CH2:19][N:20]([C:2]2[N:10]=[C:9]3[C:5]([N:6]=[CH:7][NH:8]3)=[C:4]([N:11]3[CH2:16][CH2:15][O:14][CH2:13][CH2:12]3)[N:3]=2)[CH2:21]1. The yield is 0.980.